From a dataset of Catalyst prediction with 721,799 reactions and 888 catalyst types from USPTO. Predict which catalyst facilitates the given reaction. Reactant: [Na+].[C:2]([C:4]1[CH:5]=[C:6]([C:14]2[O:18][N:17]=[C:16]([C:19]3[C:20]([CH3:34])=[C:21]4[C:26](=[CH:27][CH:28]=3)[CH2:25][N:24]([CH2:29][CH2:30][C:31]([O-])=[O:32])[CH2:23][CH2:22]4)[N:15]=2)[CH:7]=[CH:8][C:9]=1[O:10][CH:11]([CH3:13])[CH3:12])#[N:3].[CH2:35]([N:37]1CCOCC1)C.O.ON1C2C=CC=CC=2N=N1.C(Cl)CCl.CN.C1COCC1. Product: [C:2]([C:4]1[CH:5]=[C:6]([C:14]2[O:18][N:17]=[C:16]([C:19]3[C:20]([CH3:34])=[C:21]4[C:26](=[CH:27][CH:28]=3)[CH2:25][N:24]([CH2:29][CH2:30][C:31]([NH:37][CH3:35])=[O:32])[CH2:23][CH2:22]4)[N:15]=2)[CH:7]=[CH:8][C:9]=1[O:10][CH:11]([CH3:12])[CH3:13])#[N:3]. The catalyst class is: 39.